This data is from Retrosynthesis with 50K atom-mapped reactions and 10 reaction types from USPTO. The task is: Predict the reactants needed to synthesize the given product. The reactants are: C=CCOc1ccc(C[C@H](NC(=O)OC(C)(C)C)C(N)=O)cc1. Given the product C=CCOc1ccc(C[C@@H](C#N)NC(=O)OC(C)(C)C)cc1, predict the reactants needed to synthesize it.